Dataset: Forward reaction prediction with 1.9M reactions from USPTO patents (1976-2016). Task: Predict the product of the given reaction. (1) The product is: [F:13][C:14]1[CH:15]=[C:16]([C:30]([OH:33])([CH3:32])[CH3:31])[CH:17]=[C:18]([F:29])[C:19]=1[C:2]1[N:7]=[C:6]([C:8]([O:10][CH3:11])=[O:9])[CH:5]=[CH:4][C:3]=1[F:12]. Given the reactants Br[C:2]1[N:7]=[C:6]([C:8]([O:10][CH3:11])=[O:9])[CH:5]=[CH:4][C:3]=1[F:12].[F:13][C:14]1[CH:15]=[C:16]([C:30]([O:33][Si](C(C)C)(C(C)C)C(C)C)([CH3:32])[CH3:31])[CH:17]=[C:18]([F:29])[C:19]=1B1OC(C)(C)C(C)(C)O1, predict the reaction product. (2) Given the reactants [I:1][C:2]1[C:3](O)=[CH:4][C:5]([C:8]([F:11])([F:10])[F:9])=[N:6][CH:7]=1.O=P(Cl)(Cl)[Cl:15], predict the reaction product. The product is: [Cl:15][C:3]1[C:2]([I:1])=[CH:7][N:6]=[C:5]([C:8]([F:11])([F:10])[F:9])[CH:4]=1. (3) Given the reactants O1CCO[CH:2]1[CH2:6][CH2:7][CH2:8][CH2:9][N:10]1[CH2:15][CH2:14][CH:13]([C:16]2[CH:17]=[C:18]([NH:22][C:23](=[O:27])[CH:24]([CH3:26])[CH3:25])[CH:19]=[CH:20][CH:21]=2)[CH2:12][CH2:11]1.Cl.[F:29][C:30]([F:41])([F:40])[O:31][C:32]1[CH:37]=[CH:36][C:35]([NH:38]N)=[CH:34][CH:33]=1, predict the reaction product. The product is: [CH3:25][CH:24]([CH3:26])[C:23]([NH:22][C:18]1[CH:19]=[CH:20][CH:21]=[C:16]([CH:13]2[CH2:12][CH2:11][N:10]([CH2:9][CH2:8][CH2:7][C:6]3[C:36]4[C:35](=[CH:34][CH:33]=[C:32]([O:31][C:30]([F:41])([F:40])[F:29])[CH:37]=4)[NH:38][CH:2]=3)[CH2:15][CH2:14]2)[CH:17]=1)=[O:27].